This data is from Full USPTO retrosynthesis dataset with 1.9M reactions from patents (1976-2016). The task is: Predict the reactants needed to synthesize the given product. (1) Given the product [F:1][C:2]1[CH:3]=[C:4]2[C:9](=[CH:10][CH:11]=1)[N:8]=[C:7]([NH:12][C:13]([N:31]1[CH2:32][CH2:33][N:28]([C:22]3[C:23]([CH3:27])=[CH:24][CH:25]=[CH:26][C:21]=3[CH3:20])[CH2:29][CH2:30]1)=[O:17])[C:6]([O:18][CH3:19])=[N:5]2, predict the reactants needed to synthesize it. The reactants are: [F:1][C:2]1[CH:3]=[C:4]2[C:9](=[CH:10][CH:11]=1)[N:8]=[C:7]([NH:12][C:13](=[O:17])OCC)[C:6]([O:18][CH3:19])=[N:5]2.[CH3:20][C:21]1[CH:26]=[CH:25][CH:24]=[C:23]([CH3:27])[C:22]=1[N:28]1[CH2:33][CH2:32][NH:31][CH2:30][CH2:29]1. (2) Given the product [CH3:58][O:59][N:30]([CH3:35])[C:13](=[O:15])[CH2:12][CH2:11][CH2:10][O:9][C@H:6]1[CH2:7][CH2:8][C@H:3]([N:2]([CH3:1])[S:16]([C:19]2[CH:24]=[CH:23][C:22]([C:25]([F:26])([F:27])[F:28])=[CH:21][CH:20]=2)(=[O:18])=[O:17])[CH2:4][CH2:5]1, predict the reactants needed to synthesize it. The reactants are: [CH3:1][N:2]([S:16]([C:19]1[CH:24]=[CH:23][C:22]([C:25]([F:28])([F:27])[F:26])=[CH:21][CH:20]=1)(=[O:18])=[O:17])[C@H:3]1[CH2:8][CH2:7][C@H:6]([O:9][CH2:10][CH2:11][CH2:12][C:13]([OH:15])=O)[CH2:5][CH2:4]1.C[N:30]1[CH2:35]COCC1.C1C=CC2N(O)N=NC=2C=1.CCN=C=NCCCN(C)C.Cl.[CH3:58][O:59]CN.OS([O-])(=O)=O.[K+]. (3) Given the product [CH:5]1[C:10]([C:11]([OH:13])=[O:12])=[CH:9][C:8]([C:14]2[C:15]3[CH:16]=[CH:17][C:18]([OH:19])=[CH:20][C:21]=3[O:22][C:23]3[C:24]=2[CH:25]=[CH:26][C:27]([CH:28]=3)=[O:29])=[C:7]([C:30]([OH:32])=[O:31])[CH:6]=1.[C:1]([NH2:4])(=[O:12])[C:2]#[CH:3], predict the reactants needed to synthesize it. The reactants are: [CH2:1]([NH2:4])[C:2]#[CH:3].[CH:5]1[C:10]([C:11]([OH:13])=[O:12])=[CH:9][C:8]([C:14]2[C:24]3[CH:25]=[CH:26][C:27]([OH:29])=[CH:28][C:23]=3[O:22][C:21]3[C:15]=2[CH:16]=[CH:17][C:18]([CH:20]=3)=[O:19])=[C:7]([C:30]([OH:32])=[O:31])[CH:6]=1. (4) Given the product [CH2:17]([O:19][C:20]([CH:21]1[CH:22]([C:23]2[CH:28]=[CH:27][C:26]([Cl:29])=[C:25]([Cl:30])[CH:24]=2)[CH2:3][N:4]([CH2:10][C:11]2[CH:12]=[CH:13][CH:14]=[CH:15][CH:16]=2)[CH2:5]1)=[O:31])[CH3:18], predict the reactants needed to synthesize it. The reactants are: CO[CH2:3][N:4]([CH2:10][C:11]1[CH:16]=[CH:15][CH:14]=[CH:13][CH:12]=1)[CH2:5][Si](C)(C)C.[CH2:17]([O:19][C:20](=[O:31])/[CH:21]=[CH:22]/[C:23]1[CH:28]=[CH:27][C:26]([Cl:29])=[C:25]([Cl:30])[CH:24]=1)[CH3:18].FC(F)(F)C(O)=O. (5) Given the product [C:1]([O:5][C:6](=[O:21])[NH:7][C@@H:8]1[C:14](=[O:15])[N:13]([CH3:16])[C:12]2[CH:17]=[CH:18][CH:19]=[CH:20][C:11]=2[N:10]([C:29](=[O:36])[C:30]2[CH:35]=[CH:34][CH:33]=[CH:32][CH:31]=2)[CH2:9]1)([CH3:4])([CH3:2])[CH3:3], predict the reactants needed to synthesize it. The reactants are: [C:1]([O:5][C:6](=[O:21])[NH:7][C@@H:8]1[C:14](=[O:15])[N:13]([CH3:16])[C:12]2[CH:17]=[CH:18][CH:19]=[CH:20][C:11]=2[NH:10][CH2:9]1)([CH3:4])([CH3:3])[CH3:2].C(N(CC)CC)C.[C:29](Cl)(=[O:36])[C:30]1[CH:35]=[CH:34][CH:33]=[CH:32][CH:31]=1. (6) Given the product [Cl:8][C:5]1[N:6]=[CH:7][C:2]([B:22]([OH:23])[OH:21])=[CH:3][C:4]=1[NH:9][S:10]([CH3:13])(=[O:12])=[O:11], predict the reactants needed to synthesize it. The reactants are: Br[C:2]1[CH:3]=[C:4]([NH:9][S:10]([CH3:13])(=[O:12])=[O:11])[C:5]([Cl:8])=[N:6][CH:7]=1.C([O-])(=O)C.[K+].CC1(C)C(C)(C)[O:23][B:22](B2OC(C)(C)C(C)(C)O2)[O:21]1. (7) Given the product [OH:3][C:12]1[C:17]2[C@@H:18]3[CH2:19][C:20](=[O:22])[O:6][CH2:7][CH2:8][C@H:9]3[C:10]([CH3:32])([CH3:33])[O:11][C:16]=2[CH:15]=[C:14]([C:23]([CH3:31])([CH2:25][CH2:26][CH2:27][CH2:28][CH2:29][CH3:30])[CH3:24])[CH:13]=1, predict the reactants needed to synthesize it. The reactants are: CS(O)(=O)=[O:3].[OH:6][CH2:7][CH2:8][C@@H:9]1[C@@H:18]([CH2:19][C:20]([OH:22])=O)[C:17]2[C:12](=[CH:13][C:14]([C:23]([CH3:31])([CH2:25][CH2:26][CH2:27][CH2:28][CH2:29][CH3:30])[CH3:24])=[CH:15][CH:16]=2)[O:11][C:10]1([CH3:33])[CH3:32].CN(C1C=CC=CN=1)C.CCCCCC.